From a dataset of NCI-60 drug combinations with 297,098 pairs across 59 cell lines. Regression. Given two drug SMILES strings and cell line genomic features, predict the synergy score measuring deviation from expected non-interaction effect. (1) Drug 2: CC(C)CN1C=NC2=C1C3=CC=CC=C3N=C2N. Synergy scores: CSS=-2.17, Synergy_ZIP=-1.61, Synergy_Bliss=-5.92, Synergy_Loewe=-7.37, Synergy_HSA=-7.27. Cell line: M14. Drug 1: C1=CC(=CC=C1C#N)C(C2=CC=C(C=C2)C#N)N3C=NC=N3. (2) Drug 1: CC(C)CN1C=NC2=C1C3=CC=CC=C3N=C2N. Drug 2: CCC1(C2=C(COC1=O)C(=O)N3CC4=CC5=C(C=CC(=C5CN(C)C)O)N=C4C3=C2)O.Cl. Cell line: UO-31. Synergy scores: CSS=24.4, Synergy_ZIP=-8.87, Synergy_Bliss=-4.18, Synergy_Loewe=-11.0, Synergy_HSA=-2.41. (3) Drug 2: C1CC(C1)(C(=O)O)C(=O)O.[NH2-].[NH2-].[Pt+2]. Synergy scores: CSS=15.0, Synergy_ZIP=-8.65, Synergy_Bliss=-5.87, Synergy_Loewe=-5.31, Synergy_HSA=-3.57. Drug 1: CCC1(CC2CC(C3=C(CCN(C2)C1)C4=CC=CC=C4N3)(C5=C(C=C6C(=C5)C78CCN9C7C(C=CC9)(C(C(C8N6C=O)(C(=O)OC)O)OC(=O)C)CC)OC)C(=O)OC)O.OS(=O)(=O)O. Cell line: MDA-MB-231. (4) Drug 1: CC12CCC(CC1=CCC3C2CCC4(C3CC=C4C5=CN=CC=C5)C)O. Drug 2: CCC1=CC2CC(C3=C(CN(C2)C1)C4=CC=CC=C4N3)(C5=C(C=C6C(=C5)C78CCN9C7C(C=CC9)(C(C(C8N6C)(C(=O)OC)O)OC(=O)C)CC)OC)C(=O)OC.C(C(C(=O)O)O)(C(=O)O)O. Cell line: PC-3. Synergy scores: CSS=58.1, Synergy_ZIP=15.6, Synergy_Bliss=15.5, Synergy_Loewe=-14.6, Synergy_HSA=17.0. (5) Drug 1: CC1=C(C(=CC=C1)Cl)NC(=O)C2=CN=C(S2)NC3=CC(=NC(=N3)C)N4CCN(CC4)CCO. Drug 2: CCN(CC)CCNC(=O)C1=C(NC(=C1C)C=C2C3=C(C=CC(=C3)F)NC2=O)C. Cell line: TK-10. Synergy scores: CSS=7.05, Synergy_ZIP=1.07, Synergy_Bliss=7.07, Synergy_Loewe=9.40, Synergy_HSA=9.62. (6) Drug 1: CC1C(C(CC(O1)OC2CC(CC3=C2C(=C4C(=C3O)C(=O)C5=C(C4=O)C(=CC=C5)OC)O)(C(=O)C)O)N)O.Cl. Drug 2: CCN(CC)CCCC(C)NC1=C2C=C(C=CC2=NC3=C1C=CC(=C3)Cl)OC. Cell line: SNB-19. Synergy scores: CSS=44.3, Synergy_ZIP=-6.01, Synergy_Bliss=4.38, Synergy_Loewe=-3.27, Synergy_HSA=5.36. (7) Drug 1: CC(CN1CC(=O)NC(=O)C1)N2CC(=O)NC(=O)C2. Drug 2: C(CCl)NC(=O)N(CCCl)N=O. Cell line: BT-549. Synergy scores: CSS=4.57, Synergy_ZIP=-0.455, Synergy_Bliss=2.22, Synergy_Loewe=-0.267, Synergy_HSA=0.876. (8) Drug 1: C1=NC2=C(N1)C(=S)N=C(N2)N. Drug 2: CC1C(C(CC(O1)OC2CC(CC3=C2C(=C4C(=C3O)C(=O)C5=CC=CC=C5C4=O)O)(C(=O)C)O)N)O. Cell line: HOP-62. Synergy scores: CSS=46.0, Synergy_ZIP=-9.17, Synergy_Bliss=-13.2, Synergy_Loewe=-9.04, Synergy_HSA=-7.31. (9) Drug 1: C1=CN(C(=O)N=C1N)C2C(C(C(O2)CO)O)O.Cl. Drug 2: CC1C(C(CC(O1)OC2CC(CC3=C2C(=C4C(=C3O)C(=O)C5=C(C4=O)C(=CC=C5)OC)O)(C(=O)CO)O)N)O.Cl. Cell line: RXF 393. Synergy scores: CSS=30.2, Synergy_ZIP=-1.74, Synergy_Bliss=0.939, Synergy_Loewe=-11.9, Synergy_HSA=1.77.